This data is from Reaction yield outcomes from USPTO patents with 853,638 reactions. The task is: Predict the reaction yield, written as a fraction of the theoretical maximum amount of product (1.0 means a 100% yield; for example, 0.34 means a 34% yield). (1) The reactants are [C:1]([C:5]1[O:9][C:8]([C:10]2[C:11]([NH2:28])=[N:12][CH:13]=[C:14]([C:16]3[N:20]([CH3:21])[N:19]=[C:18]([CH:22]4[CH2:27][CH2:26][NH:25][CH2:24][CH2:23]4)[N:17]=3)[N:15]=2)=[N:7][N:6]=1)([CH3:4])([CH3:3])[CH3:2].[OH:29][C@@H:30]([CH3:35])[CH2:31][C:32](O)=[O:33]. No catalyst specified. The product is [NH2:28][C:11]1[N:12]=[CH:13][C:14]([C:16]2[N:20]([CH3:21])[N:19]=[C:18]([CH:22]3[CH2:23][CH2:24][N:25]([C:32](=[O:33])[CH2:31][C@@H:30]([OH:29])[CH3:35])[CH2:26][CH2:27]3)[N:17]=2)=[N:15][C:10]=1[C:8]1[O:9][C:5]([C:1]([CH3:4])([CH3:2])[CH3:3])=[N:6][N:7]=1. The yield is 0.682. (2) The reactants are [C:1]([O:5][C:6](=[O:22])[NH:7][CH2:8][CH2:9][C:10]1[C:18]2[C:13](=[CH:14][C:15]([N+:19]([O-])=O)=[CH:16][CH:17]=2)[NH:12][CH:11]=1)([CH3:4])([CH3:3])[CH3:2]. The catalyst is CCO.[Ni]. The product is [C:1]([O:5][C:6](=[O:22])[NH:7][CH2:8][CH2:9][C:10]1[C:18]2[C:13](=[CH:14][C:15]([NH2:19])=[CH:16][CH:17]=2)[NH:12][CH:11]=1)([CH3:4])([CH3:2])[CH3:3]. The yield is 0.670. (3) The reactants are N[C:2]1[CH:7]=[C:6]([F:8])[C:5]([Cl:9])=[CH:4][C:3]=1[S:10]([NH:13][C:14]1[CH:15]=[CH:16][C:17]([Cl:24])=[C:18]2[C:23]=1[N:22]=[CH:21][CH:20]=[CH:19]2)(=[O:12])=[O:11].N(OC(C)(C)C)=O.CC(O)=O. The catalyst is C1COCC1. The yield is 0.160. The product is [Cl:9][C:5]1[CH:4]=[C:3]2[C:2](=[CH:7][C:6]=1[F:8])[C:15]1[C:14](=[C:23]3[C:18](=[C:17]([Cl:24])[CH:16]=1)[CH:19]=[CH:20][CH:21]=[N:22]3)[NH:13][S:10]2(=[O:11])=[O:12]. (4) The reactants are Cl[C:2]1[N:11]=[CH:10][C:9]2[N:8]([CH2:12][C:13]3[CH:21]=[C:20]([CH3:22])[CH:19]=[CH:18][C:14]=3[C:15]([NH2:17])=[O:16])[CH2:7][CH:6]3[CH2:23][O:24][CH2:25][CH2:26][N:5]3[C:4]=2[N:3]=1.[NH:27]1[C:35]2[C:30](=[C:31](B(O)O)[CH:32]=[CH:33][CH:34]=2)[CH:29]=[CH:28]1. The catalyst is O1CCOCC1.C([O-])(O)=O.[Na+].CCOC(C)=O.C1C=CC(P(C2C=CC=CC=2)[C-]2C=CC=C2)=CC=1.C1C=CC(P(C2C=CC=CC=2)[C-]2C=CC=C2)=CC=1.Cl[Pd]Cl.[Fe+2]. The product is [NH:27]1[C:35]2[C:30](=[C:31]([C:2]3[N:11]=[CH:10][C:9]4[N:8]([CH2:12][C:13]5[CH:21]=[C:20]([CH3:22])[CH:19]=[CH:18][C:14]=5[C:15]([NH2:17])=[O:16])[CH2:7][CH:6]5[CH2:23][O:24][CH2:25][CH2:26][N:5]5[C:4]=4[N:3]=3)[CH:32]=[CH:33][CH:34]=2)[CH:29]=[CH:28]1. The yield is 0.330. (5) The reactants are [N:1]12[CH2:8][CH2:7][C:4]([C:9]([C:17]3[CH:22]=[CH:21][CH:20]=[CH:19][CH:18]=3)([C:11]3[CH:16]=[CH:15][CH:14]=[CH:13][CH:12]=3)[OH:10])([CH2:5][CH2:6]1)[CH2:3][CH2:2]2.[Br:23][CH2:24][CH2:25][CH2:26]Br. The catalyst is CC#N. The product is [Br-:23].[Br:23][CH2:24][CH2:25][CH2:26][N+:1]12[CH2:6][CH2:5][C:4]([C:9]([OH:10])([C:17]3[CH:22]=[CH:21][CH:20]=[CH:19][CH:18]=3)[C:11]3[CH:12]=[CH:13][CH:14]=[CH:15][CH:16]=3)([CH2:3][CH2:2]1)[CH2:7][CH2:8]2. The yield is 0.431. (6) The reactants are C([O:8][C:9]1[N:14]=[C:13]([O:15]CC2C=CC=CC=2)[C:12]([CH:23]([CH3:25])[CH3:24])=[C:11]([O:26][C:27]2[CH:32]=[C:31]([CH3:33])[CH:30]=[C:29]([CH3:34])[C:28]=2[CH3:35])[N:10]=1)C1C=CC=CC=1.[H][H]. The catalyst is C(OCC)(=O)C.C(O)C.[Pd]. The product is [CH:23]([C:12]1[C:13](=[O:15])[NH:14][C:9](=[O:8])[NH:10][C:11]=1[O:26][C:27]1[CH:32]=[C:31]([CH3:33])[CH:30]=[C:29]([CH3:34])[C:28]=1[CH3:35])([CH3:25])[CH3:24]. The yield is 0.590.